From a dataset of Catalyst prediction with 721,799 reactions and 888 catalyst types from USPTO. Predict which catalyst facilitates the given reaction. Reactant: [OH:1][CH2:2][C:3]1[CH:11]=[CH:10][C:9]([CH3:12])=[CH:8][C:4]=1[C:5]([OH:7])=[O:6]. Product: [CH:2]([C:3]1[CH:11]=[CH:10][C:9]([CH3:12])=[CH:8][C:4]=1[C:5]([OH:7])=[O:6])=[O:1]. The catalyst class is: 725.